From a dataset of Full USPTO retrosynthesis dataset with 1.9M reactions from patents (1976-2016). Predict the reactants needed to synthesize the given product. (1) Given the product [OH:8][CH2:9][C@@H:5]([NH:6][C:12](=[O:13])[O:14][C:15]([CH3:18])([CH3:17])[CH3:16])[CH2:4][C:3]([O:2][CH3:1])([CH3:20])[CH3:19], predict the reactants needed to synthesize it. The reactants are: [CH3:1][O:2][C:3]([CH3:20])([CH3:19])[CH2:4][C@H:5]1[CH2:9][O:8]C(C)(C)[N:6]1[C:12]([O:14][C:15]([CH3:18])([CH3:17])[CH3:16])=[O:13].CC1C=CC(S(O)(=O)=O)=CC=1. (2) Given the product [CH3:1][O:2][C:3]([C@H:5]1[CH2:10][CH2:9][C@H:8]([CH2:11][N:12]2[C:20](=[O:21])[N:19]([CH3:28])[C:18]3[C:13]2=[N:14][C:15]([N:22]([CH2:24][CH2:25][O:26][CH3:27])[CH3:23])=[N:16][CH:17]=3)[CH2:7][CH2:6]1)=[O:4], predict the reactants needed to synthesize it. The reactants are: [CH3:1][O:2][C:3]([C@H:5]1[CH2:10][CH2:9][C@H:8]([CH2:11][N:12]2[C:20](=[O:21])[NH:19][C:18]3[C:13]2=[N:14][C:15]([N:22]([CH2:24][CH2:25][O:26][CH3:27])[CH3:23])=[N:16][CH:17]=3)[CH2:7][CH2:6]1)=[O:4].[C:28]([O-])([O-])=O.[Cs+].[Cs+].COS(OC)(=O)=O.O. (3) Given the product [Cl:18][CH:4]([CH:1]1[CH2:3][CH2:2]1)[CH2:5][C:6]1[CH:11]=[CH:10][CH:9]=[CH:8][C:7]=1[N+:12]([O-:14])=[O:13], predict the reactants needed to synthesize it. The reactants are: [CH:1]1([CH:4](O)[CH2:5][C:6]2[CH:11]=[CH:10][CH:9]=[CH:8][C:7]=2[N+:12]([O-:14])=[O:13])[CH2:3][CH2:2]1.S(Cl)([Cl:18])=O. (4) Given the product [Cl:1][C:2]1[CH:3]=[CH:4][C:5]2[NH:11][C:10](=[O:12])[C@@H:9]([CH2:13][C:14]([O:16][CH3:17])=[O:15])[S:8][C@H:7]([C:18]3[CH:23]=[CH:22][CH:21]=[C:20]([O:24][CH3:25])[C:19]=3[O:26][CH3:27])[C:6]=2[CH:28]=1, predict the reactants needed to synthesize it. The reactants are: [Cl:1][C:2]1[CH:3]=[CH:4][C:5]2[NH:11][C:10](=[O:12])[C@@H:9]([CH2:13][C:14]([O:16][CH3:17])=[O:15])[S:8][C@@H:7]([C:18]3[CH:23]=[CH:22][CH:21]=[C:20]([O:24][CH3:25])[C:19]=3[O:26][CH3:27])[C:6]=2[CH:28]=1.C(=O)([O-])[O-].[K+].[K+]. (5) Given the product [C:1]1([C:7]2[S:8][C:9]([CH2:12][CH2:13][NH:14][C:25](=[O:26])[C:24]3[CH:28]=[CH:29][CH:30]=[C:22]([C:19]4[N:18]=[C:17]([C:16]([F:32])([F:31])[F:15])[O:21][N:20]=4)[CH:23]=3)=[CH:10][N:11]=2)[CH:2]=[CH:3][CH:4]=[CH:5][CH:6]=1, predict the reactants needed to synthesize it. The reactants are: [C:1]1([C:7]2[S:8][C:9]([CH2:12][CH2:13][NH2:14])=[CH:10][N:11]=2)[CH:6]=[CH:5][CH:4]=[CH:3][CH:2]=1.[F:15][C:16]([F:32])([F:31])[C:17]1[O:21][N:20]=[C:19]([C:22]2[CH:23]=[C:24]([CH:28]=[CH:29][CH:30]=2)[C:25](O)=[O:26])[N:18]=1. (6) Given the product [F:16][C:15]([F:18])([F:17])[C:14]1[N:1]=[CH:2][C:7]([NH2:8])=[N:6][CH:13]=1, predict the reactants needed to synthesize it. The reactants are: [NH2:1][C:2]1C(O)=NC=[N:6][C:7]=1[NH2:8].[OH-].[Na+].Br[CH:13](Br)[C:14](=O)[C:15]([F:18])([F:17])[F:16]. (7) Given the product [CH2:1]([N:3]1[C:8](=[O:9])[C:7]2[C:10]([CH3:16])=[C:11]([C:13]([Cl:21])=[O:14])[S:12][C:6]=2[NH:5][C:4]1=[O:17])[CH3:2], predict the reactants needed to synthesize it. The reactants are: [CH2:1]([N:3]1[C:8](=[O:9])[C:7]2[C:10]([CH3:16])=[C:11]([C:13](O)=[O:14])[S:12][C:6]=2[NH:5][C:4]1=[O:17])[CH3:2].C(Cl)(=O)C([Cl:21])=O. (8) Given the product [Cl:2][C:3]1[CH:12]=[C:11]2[C:6]([CH:7]=[CH:8][NH:9][C:10]2=[O:13])=[CH:5][C:4]=1[O:14][CH:15]1[CH2:20][CH2:19][N:18]([CH:33]([CH3:35])[CH3:32])[CH2:17][CH2:16]1, predict the reactants needed to synthesize it. The reactants are: Cl.[Cl:2][C:3]1[CH:12]=[C:11]2[C:6]([CH:7]=[CH:8][NH:9][C:10]2=[O:13])=[CH:5][C:4]=1[O:14][CH:15]1[CH2:20][CH2:19][NH:18][CH2:17][CH2:16]1.C(N(CC)CC)C.C(O)(=O)C.[CH3:32][C:33]([CH3:35])=O.C([BH3-])#N.[Na+]. (9) Given the product [S:1].[CH3:4][N:3]([CH:5]([CH2:6][S:7][C:8]([NH2:10])=[O:9])[CH2:11][S:12][C:13]([NH2:15])=[O:14])[CH3:2].[ClH:16].[S:18]([O-:22])([O-:21])(=[O:20])=[O:19].[Zn+2:23], predict the reactants needed to synthesize it. The reactants are: [S:1].[CH3:2][N:3]([CH:5]([CH2:11][S:12][C:13]([NH2:15])=[O:14])[CH2:6][S:7][C:8]([NH2:10])=[O:9])[CH3:4].[ClH:16].O.[S:18]([O-:22])([O-:21])(=[O:20])=[O:19].[Zn+2:23].C1(S([O-])(=O)=O)C2C(=CC=CC=2)C=CC=1.